This data is from NCI-60 drug combinations with 297,098 pairs across 59 cell lines. The task is: Regression. Given two drug SMILES strings and cell line genomic features, predict the synergy score measuring deviation from expected non-interaction effect. Cell line: EKVX. Drug 2: COC1=C(C=C2C(=C1)N=CN=C2NC3=CC(=C(C=C3)F)Cl)OCCCN4CCOCC4. Drug 1: CC(C1=C(C=CC(=C1Cl)F)Cl)OC2=C(N=CC(=C2)C3=CN(N=C3)C4CCNCC4)N. Synergy scores: CSS=47.9, Synergy_ZIP=8.88, Synergy_Bliss=9.74, Synergy_Loewe=10.7, Synergy_HSA=12.4.